This data is from Full USPTO retrosynthesis dataset with 1.9M reactions from patents (1976-2016). The task is: Predict the reactants needed to synthesize the given product. (1) Given the product [CH3:1][N:2]1[C:3]2[C:4](=[CH:7][CH:8]=[CH:9][N:10]=2)[CH:5]=[C:12]([C:13]([O:15][CH3:16])=[O:14])[C:11]1=[O:17], predict the reactants needed to synthesize it. The reactants are: [CH3:1][NH:2][C:3]1[N:10]=[CH:9][CH:8]=[CH:7][C:4]=1[CH:5]=O.[C:11](OC)(=[O:17])[CH2:12][C:13]([O:15][CH3:16])=[O:14].N1CCCCC1. (2) Given the product [F:11][C:12]1[CH:13]=[C:14]([CH:16]=[CH:17][CH:18]=1)[NH:15][CH2:9][C:3]1[C:4]([CH3:8])([CH3:7])[CH2:5][CH2:6][C:2]=1[CH3:1], predict the reactants needed to synthesize it. The reactants are: [CH3:1][C:2]1[CH2:6][CH2:5][C:4]([CH3:8])([CH3:7])[C:3]=1[CH:9]=O.[F:11][C:12]1[CH:13]=[C:14]([CH:16]=[CH:17][CH:18]=1)[NH2:15].C([BH3-])#N.[Na+].[Cl-].[NH4+]. (3) Given the product [N:28]1[CH:29]=[CH:30][C:25]([C:21]2[N:20]3[C:24]([N:15]([CH:13]([C:10]4[N:11]=[N:12][N:8]([C:4]5[CH:3]=[C:2]([CH:7]=[CH:6][CH:5]=5)[C:31]#[N:32])[N:9]=4)[CH3:14])[CH2:16][CH2:17][CH2:18][CH2:19]3)=[N:23][N:22]=2)=[CH:26][CH:27]=1, predict the reactants needed to synthesize it. The reactants are: I[C:2]1[CH:3]=[C:4]([N:8]2[N:12]=[N:11][C:10]([CH:13]([N:15]3[C:24]4[N:20]([C:21]([C:25]5[CH:30]=[CH:29][N:28]=[CH:27][CH:26]=5)=[N:22][N:23]=4)[CH2:19][CH2:18][CH2:17][CH2:16]3)[CH3:14])=[N:9]2)[CH:5]=[CH:6][CH:7]=1.[CH3:31][N:32](C=O)C. (4) Given the product [Br:21][C:22]1[CH:23]=[C:24]([CH3:39])[C:25]2[O:29][C:28]3[C:30](=[O:31])[NH:32][C:34]([CH2:35][Cl:36])=[N:33][C:27]=3[C:26]=2[CH:38]=1, predict the reactants needed to synthesize it. The reactants are: BrC1C=CC2OC3C(=O)NC(C4CCCN4)=NC=3C=2C=1.[Br:21][C:22]1[CH:23]=[C:24]([CH3:39])[C:25]2[O:29][C:28]([C:30]([NH2:32])=[O:31])=[C:27]([NH:33][C:34](=O)[CH2:35][Cl:36])[C:26]=2[CH:38]=1.BrC1C=CC2OC(C(N)=O)=C(NC(=O)CCl)C=2C=1. (5) Given the product [OH:18][C:15]1[CH:16]=[CH:17][C:12]([CH:11]([C:19]2[CH:20]=[CH:21][C:22]([OH:25])=[CH:23][CH:24]=2)[CH2:10][CH:9]([NH2:8])[CH3:26])=[CH:13][CH:14]=1, predict the reactants needed to synthesize it. The reactants are: C([NH:8][CH:9]([CH3:26])[CH2:10][CH:11]([C:19]1[CH:24]=[CH:23][C:22]([OH:25])=[CH:21][CH:20]=1)[C:12]1[CH:17]=[CH:16][C:15]([OH:18])=[CH:14][CH:13]=1)C1C=CC=CC=1.[H][H]. (6) The reactants are: [CH3:1][N:2]1[C:10]2[C:5](=[CH:6][CH:7]=[CH:8][CH:9]=2)[C:4]([C:11]([OH:13])=O)=[CH:3]1.[CH2:14]1[C@H:23]2[C@H:18]([CH2:19][CH2:20][C:21]3[CH:27]=[CH:26][CH:25]=[CH:24][C:22]=32)[NH:17][CH2:16][CH2:15]1.F[P-](F)(F)(F)(F)F.N1(OC(N(C)C)=[N+](C)C)C2N=CC=CC=2N=N1. Given the product [CH2:14]1[C@H:23]2[C@H:18]([CH2:19][CH2:20][C:21]3[CH:27]=[CH:26][CH:25]=[CH:24][C:22]=32)[N:17]([C:11]([C:4]2[C:5]3[C:10](=[CH:9][CH:8]=[CH:7][CH:6]=3)[N:2]([CH3:1])[CH:3]=2)=[O:13])[CH2:16][CH2:15]1, predict the reactants needed to synthesize it. (7) Given the product [CH3:8][C:6]1[CH:5]=[CH:4][N:3]=[C:2]([N:15]2[CH2:16][CH2:17][CH2:18][C:13]3([CH2:12][N:11]([C:19]([O:21][C:22]([CH3:24])([CH3:25])[CH3:23])=[O:20])[CH2:10][CH2:9]3)[CH2:14]2)[CH:7]=1, predict the reactants needed to synthesize it. The reactants are: Br[C:2]1[CH:7]=[C:6]([CH3:8])[CH:5]=[CH:4][N:3]=1.[CH2:9]1[C:13]2([CH2:18][CH2:17][CH2:16][NH:15][CH2:14]2)[CH2:12][N:11]([C:19]([O:21][C:22]([CH3:25])([CH3:24])[CH3:23])=[O:20])[CH2:10]1.CC(C1C=C(C(C)C)C(C2C(P(C3CCCCC3)C3CCCCC3)=C(OC)C=CC=2OC)=C(C(C)C)C=1)C.CC(C)([O-])C.[Na+].